This data is from Peptide-MHC class I binding affinity with 185,985 pairs from IEDB/IMGT. The task is: Regression. Given a peptide amino acid sequence and an MHC pseudo amino acid sequence, predict their binding affinity value. This is MHC class I binding data. (1) The peptide sequence is DEVEFLGHY. The MHC is HLA-B51:01 with pseudo-sequence HLA-B51:01. The binding affinity (normalized) is 0.0360. (2) The peptide sequence is KVQEWYLSY. The MHC is HLA-A02:01 with pseudo-sequence HLA-A02:01. The binding affinity (normalized) is 0.115. (3) The peptide sequence is SESDLEFSW. The MHC is HLA-B44:03 with pseudo-sequence HLA-B44:03. The binding affinity (normalized) is 0.815. (4) The peptide sequence is ARLFGIRAK. The MHC is HLA-A31:01 with pseudo-sequence HLA-A31:01. The binding affinity (normalized) is 0.262. (5) The peptide sequence is IQFRLPDGSSF. The MHC is Mamu-B52 with pseudo-sequence Mamu-B52. The binding affinity (normalized) is 0.135. (6) The binding affinity (normalized) is 0.693. The peptide sequence is RSLDKFGDW. The MHC is Mamu-B17 with pseudo-sequence Mamu-B17. (7) The peptide sequence is KYFVRSTEK. The MHC is HLA-B08:01 with pseudo-sequence HLA-B08:01. The binding affinity (normalized) is 0.0847. (8) The peptide sequence is SPPLISILM. The MHC is Mamu-A01 with pseudo-sequence Mamu-A01. The binding affinity (normalized) is 1.00.